Dataset: Catalyst prediction with 721,799 reactions and 888 catalyst types from USPTO. Task: Predict which catalyst facilitates the given reaction. (1) Reactant: [CH:1]1([N:7]2[CH2:11][CH2:10][CH:9]([C:12]([O:14][CH3:15])=[O:13])[C:8]2=[O:16])[CH2:6][CH2:5][CH2:4][CH2:3][CH2:2]1.C[O-].[Na+].[CH2:20](Br)[C:21]1[CH:26]=[CH:25][CH:24]=[CH:23][CH:22]=1. Product: [CH2:20]([C:9]1([C:12]([O:14][CH3:15])=[O:13])[CH2:10][CH2:11][N:7]([CH:1]2[CH2:2][CH2:3][CH2:4][CH2:5][CH2:6]2)[C:8]1=[O:16])[C:21]1[CH:26]=[CH:25][CH:24]=[CH:23][CH:22]=1. The catalyst class is: 7. (2) Reactant: [CH:1]1[CH:10]=[N:9][C:8]2[C:3](=[C:4]([N+:12]([O-:14])=[O:13])[CH:5]=[CH:6][C:7]=2[OH:11])[CH:2]=1.[CH2:15]([CH2:17][NH2:18])[OH:16]. Product: [CH:1]1[CH:10]=[N:9][C:8]2[C:3](=[C:4]([N+:12]([O-:14])=[O:13])[CH:5]=[CH:6][C:7]=2[OH:11])[CH:2]=1.[CH2:15]([CH2:17][NH2:18])[OH:16]. The catalyst class is: 1. (3) Reactant: [Cl:1][C:2]1[CH:3]=[C:4]([C:9]2([C:21]([F:24])([F:23])[F:22])[O:13][N:12]=[C:11]([C:14]3[CH:15]=[C:16]([CH:18]=[CH:19][CH:20]=3)[NH2:17])[CH2:10]2)[CH:5]=[C:6]([Cl:8])[CH:7]=1.[C:25]1([N:31]=[C:32]=[S:33])[CH:30]=[CH:29][CH:28]=[CH:27][CH:26]=1.C(=O)([O-])O.[Na+]. Product: [Cl:1][C:2]1[CH:3]=[C:4]([C:9]2([C:21]([F:22])([F:24])[F:23])[O:13][N:12]=[C:11]([C:14]3[CH:15]=[C:16]([NH:17][C:32]([NH:31][C:25]4[CH:30]=[CH:29][CH:28]=[CH:27][CH:26]=4)=[S:33])[CH:18]=[CH:19][CH:20]=3)[CH2:10]2)[CH:5]=[C:6]([Cl:8])[CH:7]=1. The catalyst class is: 7. (4) Reactant: [Cl:1][C:2]1[CH:7]=[C:6]([Cl:8])[C:5]([S:9][CH2:10][C:11]([F:14])([F:13])[F:12])=[CH:4][C:3]=1[OH:15].ClC1C=CC=C(C(OO)=[O:24])C=1.S([O-])([O-])(=O)=S.[Na+].[Na+]. Product: [Cl:1][C:2]1[CH:7]=[C:6]([Cl:8])[C:5]([S:9]([CH2:10][C:11]([F:12])([F:14])[F:13])=[O:24])=[CH:4][C:3]=1[OH:15]. The catalyst class is: 22. (5) Reactant: [Si:1]([O:8][C@H:9]([C@:11]1([NH:30][C:31]([N:33]([CH3:35])[CH3:34])=[O:32])[C@@H:15]([NH:16][C:17](=[O:26])[O:18][CH2:19][C:20]2[CH:25]=[CH:24][CH:23]=[CH:22][CH:21]=2)[CH:14]=[C:13]([CH2:27][OH:28])[C:12]1=[O:29])[CH3:10])([C:4]([CH3:7])([CH3:6])[CH3:5])([CH3:3])[CH3:2].C[OH:37].C(Cl)Cl.OO.[OH-].[Na+]. Product: [Si:1]([O:8][C@H:9]([C@@:11]1([NH:30][C:31]([N:33]([CH3:35])[CH3:34])=[O:32])[C:12](=[O:29])[C@@:13]2([CH2:27][OH:28])[C@H:14]([O:37]2)[C@@H:15]1[NH:16][C:17](=[O:26])[O:18][CH2:19][C:20]1[CH:21]=[CH:22][CH:23]=[CH:24][CH:25]=1)[CH3:10])([C:4]([CH3:6])([CH3:5])[CH3:7])([CH3:3])[CH3:2]. The catalyst class is: 28. (6) The catalyst class is: 52. Product: [Cl:41][C:38]1[CH:39]=[CH:40][C:35]([CH:28]([C:30]2[S:31][CH:32]=[CH:33][N:34]=2)[C:11]2[CH:12]=[C:13]3[C:8](=[CH:9][CH:10]=2)[NH:7][C:6](=[O:5])[CH:15]=[C:14]3[CH2:16][C:17]2[CH:22]=[CH:21][C:20]([O:23][C:24]([F:26])([F:27])[F:25])=[CH:19][CH:18]=2)=[CH:36][CH:37]=1. Reactant: C([O:5][C:6]1[CH:15]=[C:14]([CH2:16][C:17]2[CH:22]=[CH:21][C:20]([O:23][C:24]([F:27])([F:26])[F:25])=[CH:19][CH:18]=2)[C:13]2[C:8](=[CH:9][CH:10]=[C:11]([C:28]([C:35]3[CH:40]=[CH:39][C:38]([Cl:41])=[CH:37][CH:36]=3)([C:30]3[S:31][CH:32]=[CH:33][N:34]=3)O)[CH:12]=2)[N:7]=1)(C)(C)C.O.O.[Sn](Cl)Cl.Cl. (7) Reactant: [NH2:1][C:2]1[CH:3]=[CH:4][C:5]([Cl:9])=[C:6]([OH:8])[CH:7]=1.[Br-:10].[Br-].[Br-].C([N+](CCCC)(CCCC)CCCC)CCC.C([N+](CCCC)(CCCC)CCCC)CCC.C([N+](CCCC)(CCCC)CCCC)CCC. Product: [NH2:1][C:2]1[C:3]([Br:10])=[CH:4][C:5]([Cl:9])=[C:6]([OH:8])[CH:7]=1. The catalyst class is: 98. (8) The catalyst class is: 3. Reactant: Cl[CH2:2]/[CH:3]=[CH:4]/[C:5]([N:7]1[CH2:28][CH2:27][C:10]2[C:11]3[C:16]([NH:17][C:18]4[CH:23]=[CH:22][C:21]([Cl:24])=[C:20]([Cl:25])[CH:19]=4)=[N:15][CH:14]=[N:13][C:12]=3[S:26][C:9]=2[CH2:8]1)=[O:6].CCN(C(C)C)C(C)C.Cl.[O:39]1[CH2:45][CH2:44][CH2:43][NH:42][CH2:41][CH2:40]1. Product: [Cl:25][C:20]1[CH:19]=[C:18]([NH:17][C:16]2[C:11]3[C:10]4[CH2:27][CH2:28][N:7]([C:5](=[O:6])/[CH:4]=[CH:3]/[CH2:2][N:42]5[CH2:43][CH2:44][CH2:45][O:39][CH2:40][CH2:41]5)[CH2:8][C:9]=4[S:26][C:12]=3[N:13]=[CH:14][N:15]=2)[CH:23]=[CH:22][C:21]=1[Cl:24]. (9) Reactant: [F:1][C:2]1([F:27])[O:6][C:5]2[CH:7]=[CH:8][C:9]([NH:11][C:12]([C:14]3[S:18][CH:17]=[N:16][C:15]=3[NH:19]C(=O)OC(C)(C)C)=[O:13])=[CH:10][C:4]=2[O:3]1. Product: [NH2:19][C:15]1[N:16]=[CH:17][S:18][C:14]=1[C:12]([NH:11][C:9]1[CH:8]=[CH:7][C:5]2[O:6][C:2]([F:27])([F:1])[O:3][C:4]=2[CH:10]=1)=[O:13]. The catalyst class is: 281. (10) Reactant: [H-].[Na+].[N:3]1([CH2:8][CH2:9][CH2:10][CH2:11][C:12]2[CH:17]=[CH:16][C:15]([OH:18])=[CH:14][CH:13]=2)[CH:7]=[CH:6][N:5]=[N:4]1.Cl[CH2:20][C:21]1[C:22]([CH3:38])=[N:23][C:24]([C:27]2[CH:32]=[CH:31][CH:30]=[C:29]([O:33][C:34]([F:37])([F:36])[F:35])[CH:28]=2)=[CH:25][CH:26]=1.O. Product: [CH3:38][C:22]1[C:21]([CH2:20][O:18][C:15]2[CH:14]=[CH:13][C:12]([CH2:11][CH2:10][CH2:9][CH2:8][N:3]3[CH:7]=[CH:6][N:5]=[N:4]3)=[CH:17][CH:16]=2)=[CH:26][CH:25]=[C:24]([C:27]2[CH:32]=[CH:31][CH:30]=[C:29]([O:33][C:34]([F:36])([F:37])[F:35])[CH:28]=2)[N:23]=1. The catalyst class is: 9.